From a dataset of Reaction yield outcomes from USPTO patents with 853,638 reactions. Predict the reaction yield, written as a fraction of the theoretical maximum amount of product (1.0 means a 100% yield; for example, 0.34 means a 34% yield). (1) The product is [F:38][C:11]([F:37])([CH2:10][CH2:9][OH:8])[CH2:12][CH2:13][S:14]([CH:17]([C:28]1[C:33]([F:34])=[CH:32][CH:31]=[C:30]([F:35])[C:29]=1[F:36])[C:18]1[C:19]([CH3:27])=[CH:20][C:21]([C:24]([NH2:26])=[O:25])=[N:22][CH:23]=1)(=[O:16])=[O:15]. The yield is 0.520. The catalyst is [C].[Pd].C(O)C. The reactants are C([O:8][CH2:9][CH2:10][C:11]([F:38])([F:37])[CH2:12][CH2:13][S:14]([CH:17]([C:28]1[C:33]([F:34])=[CH:32][CH:31]=[C:30]([F:35])[C:29]=1[F:36])[C:18]1[C:19]([CH3:27])=[CH:20][C:21]([C:24]([NH2:26])=[O:25])=[N:22][CH:23]=1)(=[O:16])=[O:15])C1C=CC=CC=1. (2) The yield is 0.140. The catalyst is C(O)(=O)C. The reactants are Cl[C:2]1[C:11]([O:12][CH:13]([C:18]2[CH:19]=[N:20][CH:21]=[CH:22][CH:23]=2)[C:14]([F:17])([F:16])[F:15])=[N:10][C:9]2[C:4](=[CH:5][CH:6]=[CH:7][CH:8]=2)[N:3]=1.CS(C)=O.[F:28][C:29]([F:35])([F:34])[S:30]([NH2:33])(=[O:32])=[O:31].C(=O)([O-])[O-].[K+].[K+]. The product is [F:28][C:29]([F:35])([F:34])[S:30]([NH:33][C:2]1[C:11]([O:12][CH:13]([C:18]2[CH:19]=[N:20][CH:21]=[CH:22][CH:23]=2)[C:14]([F:17])([F:16])[F:15])=[N:10][C:9]2[C:4](=[CH:5][CH:6]=[CH:7][CH:8]=2)[N:3]=1)(=[O:32])=[O:31]. (3) The product is [Br:11][C:2]1[CH:9]=[CH:8][C:5]([C:6]#[N:7])=[CH:4][N:3]=1. The yield is 0.810. No catalyst specified. The reactants are Cl[C:2]1[CH:9]=[CH:8][C:5]([C:6]#[N:7])=[CH:4][N:3]=1.P(Br)(Br)[Br:11]. (4) The reactants are Cl.[Br:2][C:3]1[CH:8]=[CH:7][C:6]([C:9](=[O:14])[CH2:10][CH2:11][CH2:12][CH3:13])=[CH:5][CH:4]=1.[N:15]([O-])=[O:16].[Na+]. The catalyst is C1COCC1.C(OCC)C. The yield is 0.330. The product is [Br:2][C:3]1[CH:4]=[CH:5][C:6]([C:9](=[O:14])/[C:10](=[N:15]\[OH:16])/[CH2:11][CH2:12][CH3:13])=[CH:7][CH:8]=1. (5) The reactants are [CH3:1][C:2]([C:8]1[CH:13]=[CH:12][CH:11]=[CH:10][CH:9]=1)([CH3:7])[CH2:3][C:4]([OH:6])=O.C(N(CC)CC)C.CC(C)(C)C(Cl)=O.C([Li])CCC.[CH:33]([C@H:36]1[CH2:40][O:39][C:38](=[O:41])[NH:37]1)([CH3:35])[CH3:34].O1CCNC1=O. The catalyst is C1COCC1.O. The product is [CH3:7][C:2]([C:8]1[CH:13]=[CH:12][CH:11]=[CH:10][CH:9]=1)([CH3:1])[CH2:3][C:4]([N:37]1[C@@H:36]([CH:33]([CH3:35])[CH3:34])[CH2:40][O:39][C:38]1=[O:41])=[O:6]. The yield is 0.840. (6) The reactants are CO[C:3]1([O:40][CH3:41])[CH:39]=[CH:38][C:6]([C:7]([O:20][CH2:21][C@H:22]2[O:26][C@@H:25]([N:27]3[C:36]4[N:35]=[CH:34][N:33]=[C:31]([NH2:32])[C:30]=4[N:29]=[CH:28]3)[C@H:24]([OH:37])[CH2:23]2)([C:14]2[CH:19]=[CH:18][CH:17]=[CH:16][CH:15]=2)[C:8]2[CH:13]=[CH:12][CH:11]=[CH:10][CH:9]=2)=[CH:5][CH2:4]1.N1C=CN=C1.[CH3:47][C:48]([Si:51](Cl)([CH3:53])[CH3:52])([CH3:50])[CH3:49].[C:55]([O-])(O)=[O:56].[Na+]. The catalyst is CN(C=O)C.CN(C1C=CN=CC=1)C.C(OCC)(=O)C. The product is [CH3:55][O:56][C:11]1[CH:12]=[CH:13][C:8]([C:7]([O:20][CH2:21][C@H:22]2[O:26][C@@H:25]([N:27]3[C:36]4[N:35]=[CH:34][N:33]=[C:31]([NH2:32])[C:30]=4[N:29]=[CH:28]3)[C@H:24]([O:37][Si:51]([C:48]([CH3:50])([CH3:49])[CH3:47])([CH3:53])[CH3:52])[CH2:23]2)([C:14]2[CH:19]=[CH:18][CH:17]=[CH:16][CH:15]=2)[C:6]2[CH:38]=[CH:39][C:3]([O:40][CH3:41])=[CH:4][CH:5]=2)=[CH:9][CH:10]=1. The yield is 0.550. (7) The reactants are [C:1]([O:4][CH2:5][C:6]1[C:7]([N:13]2[CH2:26][CH2:25][N:16]3[C:17]4[CH2:18][CH2:19][CH2:20][CH2:21][C:22]=4[C:23]([F:24])=[C:15]3[C:14]2=[O:27])=[N:8][CH:9]=[CH:10][C:11]=1Cl)(=[O:3])[CH3:2].[B:28]1(B2OC(C)(C)C(C)(C)O2)[O:32]C(C)(C)C(C)(C)[O:29]1.CC(C1C=C(C(C)C)C(C2C=CC=CC=2P(C2CCCCC2)C2CCCCC2)=C(C(C)C)C=1)C.C([O-])(=O)C.[K+]. The catalyst is C1C=CC(P(C2C=CC=CC=2)[C-]2C=CC=C2)=CC=1.C1C=CC(P(C2C=CC=CC=2)[C-]2C=CC=C2)=CC=1.Cl[Pd]Cl.[Fe+2].O1CCOCC1. The product is [C:1]([O:4][CH2:5][C:6]1[C:7]([N:13]2[CH2:26][CH2:25][N:16]3[C:17]4[CH2:18][CH2:19][CH2:20][CH2:21][C:22]=4[C:23]([F:24])=[C:15]3[C:14]2=[O:27])=[N:8][CH:9]=[CH:10][C:11]=1[B:28]([OH:32])[OH:29])(=[O:3])[CH3:2]. The yield is 0.670.